From a dataset of Forward reaction prediction with 1.9M reactions from USPTO patents (1976-2016). Predict the product of the given reaction. (1) The product is: [CH3:24][O:25][C:26](=[O:37])[C:27]1[CH:32]=[CH:31][C:30]([NH:33][C:34]([N:17]([C:16]2[N:8]([C:5]3[CH:6]=[CH:7][C:2]([Cl:1])=[CH:3][CH:4]=3)[N:9]=[C:10]3[C:15]=2[CH:14]=[CH:13][CH:12]=[CH:11]3)[CH:18]2[CH2:23][CH2:22][CH2:21][CH2:20][CH2:19]2)=[O:35])=[C:29]([CH3:36])[CH:28]=1. Given the reactants [Cl:1][C:2]1[CH:7]=[CH:6][C:5]([N:8]2[C:16]([NH:17][CH:18]3[CH2:23][CH2:22][CH2:21][CH2:20][CH2:19]3)=[C:15]3[C:10]([CH:11]=[CH:12][CH:13]=[CH:14]3)=[N:9]2)=[CH:4][CH:3]=1.[CH3:24][O:25][C:26](=[O:37])[C:27]1[CH:32]=[CH:31][C:30]([N:33]=[C:34]=[O:35])=[C:29]([CH3:36])[CH:28]=1.CCN(CC)CC, predict the reaction product. (2) Given the reactants C([O:8][C:9]1[CH:14]=[CH:13][C:12]([N:15]2[C:19]3=[N:20][CH:21]=[CH:22][CH:23]=[C:18]3[C:17]([CH2:24][CH3:25])=[N:16]2)=[CH:11][CH:10]=1)C1C=CC=CC=1, predict the reaction product. The product is: [CH2:24]([C:17]1[C:18]2[C:19](=[N:20][CH:21]=[CH:22][CH:23]=2)[N:15]([C:12]2[CH:13]=[CH:14][C:9]([OH:8])=[CH:10][CH:11]=2)[N:16]=1)[CH3:25].